Dataset: Microsomal clearance measurements from AstraZeneca. Task: Regression/Classification. Given a drug SMILES string, predict its absorption, distribution, metabolism, or excretion properties. Task type varies by dataset: regression for continuous measurements (e.g., permeability, clearance, half-life) or binary classification for categorical outcomes (e.g., BBB penetration, CYP inhibition). For this dataset (clearance_microsome_az), we predict log10(clearance) (log10 of the in vitro intrinsic clearance, CLint, in uL/min per mg of human liver microsomal protein, equivalently mL/min/g; values are censored to the assay range of 3 to 150, which is 0.477 to 2.18 on this log10 scale). The log10(clearance) is 1.82. The drug is C[C@@](C(=O)O[C@H]1C[N+]2(CCc3c[nH]c4ccccc34)CCC1CC2)(c1ccccc1)N1CCCCC1.